This data is from CYP2C9 inhibition data for predicting drug metabolism from PubChem BioAssay. The task is: Regression/Classification. Given a drug SMILES string, predict its absorption, distribution, metabolism, or excretion properties. Task type varies by dataset: regression for continuous measurements (e.g., permeability, clearance, half-life) or binary classification for categorical outcomes (e.g., BBB penetration, CYP inhibition). Dataset: cyp2c9_veith. (1) The compound is O=C(CSc1n[nH]c(-c2ccccc2O)n1)N1CCCc2ccccc21. The result is 1 (inhibitor). (2) The compound is COC(=O)C1CCN(CC(=O)Nc2sc3c(c2C#N)CCC3)CC1. The result is 1 (inhibitor).